From a dataset of NCI-60 drug combinations with 297,098 pairs across 59 cell lines. Regression. Given two drug SMILES strings and cell line genomic features, predict the synergy score measuring deviation from expected non-interaction effect. (1) Drug 1: C1CCC(CC1)NC(=O)N(CCCl)N=O. Drug 2: CC(C)NC(=O)C1=CC=C(C=C1)CNNC.Cl. Cell line: SW-620. Synergy scores: CSS=12.2, Synergy_ZIP=-6.10, Synergy_Bliss=-0.712, Synergy_Loewe=-9.79, Synergy_HSA=-3.59. (2) Drug 1: COC1=CC(=CC(=C1O)OC)C2C3C(COC3=O)C(C4=CC5=C(C=C24)OCO5)OC6C(C(C7C(O6)COC(O7)C8=CC=CS8)O)O. Drug 2: C1=CC=C(C=C1)NC(=O)CCCCCCC(=O)NO. Cell line: OVCAR-5. Synergy scores: CSS=28.6, Synergy_ZIP=-2.59, Synergy_Bliss=4.69, Synergy_Loewe=3.74, Synergy_HSA=7.09. (3) Drug 1: CCC(=C(C1=CC=CC=C1)C2=CC=C(C=C2)OCCN(C)C)C3=CC=CC=C3.C(C(=O)O)C(CC(=O)O)(C(=O)O)O. Drug 2: C#CCC(CC1=CN=C2C(=N1)C(=NC(=N2)N)N)C3=CC=C(C=C3)C(=O)NC(CCC(=O)O)C(=O)O. Cell line: NCI/ADR-RES. Synergy scores: CSS=13.7, Synergy_ZIP=-9.16, Synergy_Bliss=-10.0, Synergy_Loewe=-5.46, Synergy_HSA=-1.74.